The task is: Predict the product of the given reaction.. This data is from Forward reaction prediction with 1.9M reactions from USPTO patents (1976-2016). (1) Given the reactants [CH3:1][C@@H:2]1[CH:7]=[CH:6][CH2:5][C:4]([CH3:9])([CH3:8])[C@H:3]1[C:10](=[O:12])[CH3:11].B(F)(F)F, predict the reaction product. The product is: [CH3:1][CH:2]1[CH:7]=[CH:6][CH2:5][C:4]([CH3:8])([CH3:9])[CH:3]1[C:10](=[O:12])[CH3:11]. (2) Given the reactants [N:1]1[CH:6]=[CH:5][C:4]([N:7]2[C:15]3[C:10](=[CH:11][CH:12]=[CH:13][CH:14]=3)[C:9]([C:16]([O:18]C)=[O:17])=[CH:8]2)=[CH:3][CH:2]=1.[OH-].[K+], predict the reaction product. The product is: [N:1]1[CH:6]=[CH:5][C:4]([N:7]2[C:15]3[C:10](=[CH:11][CH:12]=[CH:13][CH:14]=3)[C:9]([C:16]([OH:18])=[O:17])=[CH:8]2)=[CH:3][CH:2]=1. (3) Given the reactants [NH2:1][C:2]1[CH:3]=[CH:4][C:5]([F:28])=[C:6]([C@:8]2([CH3:27])[CH2:13][N:12]3[C:14]([C:17]#[N:18])=[CH:15][N:16]=[C:11]3[C:10]([NH:19][C:20](=[O:26])[O:21][C:22]([CH3:25])([CH3:24])[CH3:23])=[N:9]2)[CH:7]=1.[Cl:29][C:30]1[CH:31]=[CH:32][C:33]([C:36](O)=[O:37])=[N:34][CH:35]=1, predict the reaction product. The product is: [Cl:29][C:30]1[CH:31]=[CH:32][C:33]([C:36]([NH:1][C:2]2[CH:3]=[CH:4][C:5]([F:28])=[C:6]([C@:8]3([CH3:27])[CH2:13][N:12]4[C:14]([C:17]#[N:18])=[CH:15][N:16]=[C:11]4[C:10]([NH:19][C:20](=[O:26])[O:21][C:22]([CH3:24])([CH3:23])[CH3:25])=[N:9]3)[CH:7]=2)=[O:37])=[N:34][CH:35]=1. (4) Given the reactants [ClH:1].Cl.[CH2:3]([C:7]1[N:8]=[N:9][C:10]([O:27][CH:28]2[CH2:33][CH2:32][N:31]([CH3:34])[CH2:30][CH2:29]2)=[CH:11][C:12]=1[C:13]1[CH:18]=[CH:17][C:16]([O:19][CH2:20][CH:21]2[CH2:26][CH2:25][NH:24][CH2:23][CH2:22]2)=[CH:15][CH:14]=1)[CH2:4][CH2:5][CH3:6].[C:35]([Cl:38])(=[O:37])[CH3:36].CCN(C(C)C)C(C)C.Cl, predict the reaction product. The product is: [ClH:38].[ClH:1].[CH2:3]([C:7]1[N:8]=[N:9][C:10]([O:27][CH:28]2[CH2:29][CH2:30][N:31]([CH3:34])[CH2:32][CH2:33]2)=[CH:11][C:12]=1[C:13]1[CH:14]=[CH:15][C:16]([O:19][CH2:20][CH:21]2[CH2:26][CH2:25][N:24]([C:35](=[O:37])[CH3:36])[CH2:23][CH2:22]2)=[CH:17][CH:18]=1)[CH2:4][CH2:5][CH3:6]. (5) Given the reactants [CH:1]1([CH2:4][N:5]2[CH2:23][CH2:22][C@:12]34[C:13]5[C:14]6[O:21][C@H:11]3[C@H:10]([NH:24][C:25](=[O:33])/[CH:26]=[CH:27]/[C:28]3[CH:32]=[CH:31][O:30][CH:29]=3)[CH2:9][CH2:8][C@@:7]4([OH:34])[C@H:6]2[CH2:19][C:18]=5[CH:17]=[CH:16][C:15]=6[OH:20])[CH2:3][CH2:2]1.O.O.[C:37]([OH:42])(=[O:41])[C:38]([OH:40])=[O:39], predict the reaction product. The product is: [C:37]([OH:42])(=[O:41])[C:38]([OH:40])=[O:39].[CH:1]1([CH2:4][N:5]2[CH2:23][CH2:22][C@:12]34[C:13]5[C:14]6[O:21][C@H:11]3[C@H:10]([NH:24][C:25](=[O:33])/[CH:26]=[CH:27]/[C:28]3[CH:32]=[CH:31][O:30][CH:29]=3)[CH2:9][CH2:8][C@@:7]4([OH:34])[C@H:6]2[CH2:19][C:18]=5[CH:17]=[CH:16][C:15]=6[OH:20])[CH2:2][CH2:3]1. (6) Given the reactants [Br:1][C:2]1[C:3]([OH:22])=[C:4]([C:19](O)=[O:20])[C:5]2[N:6]=[C:7]([C:13]3[CH:18]=[CH:17][CH:16]=[CH:15][CH:14]=3)[C:8](=[O:12])[NH:9][C:10]=2[CH:11]=1.Cl.C([NH:26][CH2:27][C:28]([OH:30])=[O:29])C.[CH2:31](N(CC)CC)[CH3:32].C1CN([P+](ON2N=NC3C=CC=CC2=3)(N2CCCC2)N2CCCC2)CC1.F[P-](F)(F)(F)(F)F, predict the reaction product. The product is: [Br:1][C:2]1[CH:11]=[C:10]2[C:5]([N:6]=[C:7]([C:13]3[CH:18]=[CH:17][CH:16]=[CH:15][CH:14]=3)[C:8](=[O:12])[NH:9]2)=[C:4]([C:19]([NH:26][CH2:27][C:28]([O:30][CH2:31][CH3:32])=[O:29])=[O:20])[C:3]=1[OH:22]. (7) Given the reactants [Cl:1][C:2]1[N:7]=[CH:6][C:5]([S:8]([N:11]2[C:15]([C:16]3[CH:21]=[CH:20][CH:19]=[CH:18][CH:17]=3)=[CH:14][C:13]([CH:22]=O)=[CH:12]2)(=[O:10])=[O:9])=[CH:4][C:3]=1[CH3:24].[CH3:25][NH2:26].[BH4-].[Na+].[C:29](=[O:32])([O-])[OH:30].[Na+], predict the reaction product. The product is: [C:3]([O:30][C:29](=[O:32])[N:26]([CH2:22][C:13]1[CH:14]=[C:15]([C:16]2[CH:21]=[CH:20][CH:19]=[CH:18][CH:17]=2)[N:11]([S:8]([C:5]2[CH:6]=[N:7][C:2]([Cl:1])=[C:3]([CH3:24])[CH:4]=2)(=[O:10])=[O:9])[CH:12]=1)[CH3:25])([CH3:24])([CH3:4])[CH3:2].